Dataset: Forward reaction prediction with 1.9M reactions from USPTO patents (1976-2016). Task: Predict the product of the given reaction. (1) Given the reactants [F:1][C:2]1[CH:3]=[C:4]([CH:7]=[CH:8][CH:9]=1)[CH:5]=O.C[O:11][C:12]1[CH:17]=CC=C[C:13]=1C=CC(=O)C, predict the reaction product. The product is: [F:1][C:2]1[CH:3]=[C:4]([CH:5]=[CH:13][C:12](=[O:11])[CH3:17])[CH:7]=[CH:8][CH:9]=1. (2) Given the reactants Br[CH2:2][C:3]([C:5]1[CH:10]=[C:9]([C:11]([CH3:14])([CH3:13])[CH3:12])[C:8]([OH:15])=[C:7]([C:16]([CH3:19])([CH3:18])[CH3:17])[CH:6]=1)=[O:4].Cl[C:21]1[CH:22]=[CH:23][C:24]([O:28][C:29]2[CH:34]=[CH:33][C:32]([Cl:35])=[CH:31][C:30]=2[Cl:36])=[C:25]([OH:27])[CH:26]=1.C(=O)([O-])[O-].[K+].[K+].[ClH:43], predict the reaction product. The product is: [Cl:43][C:22]1[CH:21]=[CH:26][C:25]([O:27][CH2:2][C:3]([C:5]2[CH:10]=[C:9]([C:11]([CH3:14])([CH3:13])[CH3:12])[C:8]([OH:15])=[C:7]([C:16]([CH3:19])([CH3:18])[CH3:17])[CH:6]=2)=[O:4])=[C:24]([O:28][C:29]2[CH:34]=[CH:33][C:32]([Cl:35])=[CH:31][C:30]=2[Cl:36])[CH:23]=1.